This data is from Catalyst prediction with 721,799 reactions and 888 catalyst types from USPTO. The task is: Predict which catalyst facilitates the given reaction. (1) Reactant: N#N.[CH3:3][O:4][C:5]([C:8]1[O:9][CH:10]=[C:11]([CH2:13][OH:14])[N:12]=1)([CH3:7])[CH3:6].CCN(CC)CC.[S:22](Cl)([CH3:25])(=[O:24])=[O:23]. Product: [CH3:25][S:22]([O:14][CH2:13][C:11]1[N:12]=[C:8]([C:5]([O:4][CH3:3])([CH3:7])[CH3:6])[O:9][CH:10]=1)(=[O:24])=[O:23]. The catalyst class is: 64. (2) Reactant: [OH:1][C:2]1[CH:11]=[C:10]2[C:5]([CH2:6][CH:7]([C:18]([O:20][CH2:21][CH3:22])=[O:19])[N:8]([C:12]3[CH:17]=[CH:16][CH:15]=[CH:14][CH:13]=3)[CH2:9]2)=[CH:4][CH:3]=1.CS(O[CH2:28][CH2:29][C:30]1[N:31]=[C:32]([C:36]2[CH:41]=[CH:40][CH:39]=[CH:38][CH:37]=2)[O:33][C:34]=1[CH3:35])(=O)=O.C(=O)([O-])[O-].[K+].[K+].O.[F-].C([N+](CC)(CC)CC)C. Product: [CH3:35][C:34]1[O:33][C:32]([C:36]2[CH:37]=[CH:38][CH:39]=[CH:40][CH:41]=2)=[N:31][C:30]=1[CH2:29][CH2:28][O:1][C:2]1[CH:11]=[C:10]2[C:5]([CH2:6][CH:7]([C:18]([O:20][CH2:21][CH3:22])=[O:19])[N:8]([C:12]3[CH:17]=[CH:16][CH:15]=[CH:14][CH:13]=3)[CH2:9]2)=[CH:4][CH:3]=1. The catalyst class is: 93. (3) Reactant: [CH3:1][C:2]1[NH:3][C:4]2[C:9]([CH:10]=1)=[CH:8][CH:7]=[CH:6][CH:5]=2.[Li][CH2:12]CCC.C(O)(C)(C)C.IC. Product: [CH2:1]([C:2]1[NH:3][C:4]2[C:9]([CH:10]=1)=[CH:8][CH:7]=[CH:6][CH:5]=2)[CH3:12]. The catalyst class is: 581. (4) Reactant: [F:1][C:2]([F:13])([F:12])[C:3]1[CH:4]=[C:5]([CH:9]=[CH:10][CH:11]=1)[C:6](Cl)=[O:7].[NH2:14][C:15]1[C:23]([N+:24]([O-:26])=[O:25])=[CH:22][CH:21]=[CH:20][C:16]=1[C:17](O)=[O:18].O. Product: [N+:24]([C:23]1[C:15]2[N:14]=[C:6]([C:5]3[CH:9]=[CH:10][CH:11]=[C:3]([C:2]([F:13])([F:12])[F:1])[CH:4]=3)[O:7][C:17](=[O:18])[C:16]=2[CH:20]=[CH:21][CH:22]=1)([O-:26])=[O:25]. The catalyst class is: 17. (5) Reactant: CO[C:3]([C:5]1[CH:10]=[CH:9][N:8]2[CH:11]=[N:12][CH:13]=[C:7]2[C:6]=1[NH:14][C:15]1[CH:20]=[CH:19][C:18]([CH:21]2[CH2:23][CH2:22]2)=[CH:17][C:16]=1[F:24])=[O:4].[OH-].[Na+].[Cl-].[NH4+].C[N:30](C(ON1N=NC2C=CC=NC1=2)=[N+](C)C)C.F[P-](F)(F)(F)(F)F. The catalyst class is: 138. Product: [CH:21]1([C:18]2[CH:19]=[CH:20][C:15]([NH:14][C:6]3[C:7]4[N:8]([CH:11]=[N:12][CH:13]=4)[CH:9]=[CH:10][C:5]=3[C:3]([NH2:30])=[O:4])=[C:16]([F:24])[CH:17]=2)[CH2:22][CH2:23]1. (6) Reactant: [CH:1]([O:4][C:5]1[CH:12]=[CH:11][C:8]([CH:9]=O)=[CH:7][N:6]=1)([CH3:3])[CH3:2].[CH3:13][O:14][C:15]1[CH:16]=[C:17]([CH:19]=[CH:20][CH:21]=1)[NH2:18]. Product: [CH:1]([O:4][C:5]1[N:6]=[CH:7][C:8]([CH:9]=[N:18][C:17]2[CH:19]=[CH:20][CH:21]=[C:15]([O:14][CH3:13])[CH:16]=2)=[CH:11][CH:12]=1)([CH3:3])[CH3:2]. The catalyst class is: 8.